This data is from Reaction yield outcomes from USPTO patents with 853,638 reactions. The task is: Predict the reaction yield, written as a fraction of the theoretical maximum amount of product (1.0 means a 100% yield; for example, 0.34 means a 34% yield). (1) The reactants are [N+:1]([C:4]1[CH:47]=[CH:46][C:7]([O:8][C:9]2[C:14]([F:15])=[C:13]([F:16])[C:12]([C:17]3[C:22]([F:23])=[C:21]([F:24])[C:20]([O:25][C:26]4[CH:31]=[CH:30][C:29]([C:32]([O:34]CC5C=CC=CC=5)=[O:33])=[CH:28][CH:27]=4)=[C:19]([F:42])[C:18]=3[F:43])=[C:11]([F:44])[C:10]=2[F:45])=[CH:6][C:5]=1[O:48]CC1C=CC=CC=1)([O-])=O.[H][H]. The catalyst is O1CCCC1.C(OCC)(=O)C.[Pd]. The product is [NH2:1][C:4]1[CH:47]=[CH:46][C:7]([O:8][C:9]2[C:10]([F:45])=[C:11]([F:44])[C:12]([C:17]3[C:22]([F:23])=[C:21]([F:24])[C:20]([O:25][C:26]4[CH:27]=[CH:28][C:29]([C:32]([OH:34])=[O:33])=[CH:30][CH:31]=4)=[C:19]([F:42])[C:18]=3[F:43])=[C:13]([F:16])[C:14]=2[F:15])=[CH:6][C:5]=1[OH:48]. The yield is 0.910. (2) The reactants are [Cl:1][C:2]1[C:7]([C:8]([F:11])([F:10])[F:9])=[CH:6][C:5]([N+:12]([O-])=O)=[CH:4][N:3]=1. The catalyst is C(O)(=O)C.[Fe]. The product is [Cl:1][C:2]1[N:3]=[CH:4][C:5]([NH2:12])=[CH:6][C:7]=1[C:8]([F:11])([F:9])[F:10]. The yield is 0.519.